Dataset: Aqueous solubility values for 9,982 compounds from the AqSolDB database. Task: Regression/Classification. Given a drug SMILES string, predict its absorption, distribution, metabolism, or excretion properties. Task type varies by dataset: regression for continuous measurements (e.g., permeability, clearance, half-life) or binary classification for categorical outcomes (e.g., BBB penetration, CYP inhibition). For this dataset (solubility_aqsoldb), we predict Y. (1) The compound is C=CC(=O)OCC(CC)(COCC(CC)(COC(=O)C=C)COC(=O)C=C)COC(=O)C=C. The Y is -4.49 log mol/L. (2) The molecule is COCCCN1C(=O)c2ccc3c(=O)n4c5ccc(C)cc5nc4c4ccc(c2c34)C1=O. The Y is -6.77 log mol/L.